This data is from Reaction yield outcomes from USPTO patents with 853,638 reactions. The task is: Predict the reaction yield, written as a fraction of the theoretical maximum amount of product (1.0 means a 100% yield; for example, 0.34 means a 34% yield). (1) The reactants are [H-].[Na+].[CH3:3][N:4]([CH3:10])[CH2:5][CH:6]([OH:9])[CH2:7][OH:8].[CH2:11](Br)[CH2:12][CH2:13][CH2:14][CH2:15][CH2:16][CH2:17][CH2:18][CH2:19][CH2:20][CH2:21][CH2:22][CH2:23][CH3:24]. The catalyst is CN(C=O)C.O. The product is [CH2:11]([O:8][CH2:7][CH:6]([O:9][CH2:24][CH2:23][CH2:22][CH2:21][CH2:20][CH2:19][CH2:18][CH2:17][CH2:16][CH2:15][CH2:14][CH2:13][CH2:12][CH3:11])[CH2:5][N:4]([CH3:10])[CH3:3])[CH2:12][CH2:13][CH2:14][CH2:15][CH2:16][CH2:17][CH2:18][CH2:19][CH2:20][CH2:21][CH2:22][CH2:23][CH3:24]. The yield is 0.620. (2) The reactants are O[C:2]1([C:15]2[CH:20]=[CH:19][C:18]([O:21][CH3:22])=[CH:17][C:16]=2[CH3:23])[CH2:7][CH2:6][N:5](C(OC(C)(C)C)=O)[CH2:4][CH2:3]1.[ClH:24]. The catalyst is O1CCOCC1. The product is [ClH:24].[CH3:22][O:21][C:18]1[CH:19]=[CH:20][C:15]([C:2]2[CH2:7][CH2:6][NH:5][CH2:4][CH:3]=2)=[C:16]([CH3:23])[CH:17]=1. The yield is 0.820.